From a dataset of Forward reaction prediction with 1.9M reactions from USPTO patents (1976-2016). Predict the product of the given reaction. (1) The product is: [Cl:13][C:10]1[CH:11]=[CH:12][C:7]([B:27]([OH:32])[OH:28])=[C:8]([CH2:14][CH2:15][O:16][Si:17]([CH:24]([CH3:26])[CH3:25])([CH:21]([CH3:23])[CH3:22])[CH:18]([CH3:20])[CH3:19])[CH:9]=1. Given the reactants [Li]CCCC.Br[C:7]1[CH:12]=[CH:11][C:10]([Cl:13])=[CH:9][C:8]=1[CH2:14][CH2:15][O:16][Si:17]([CH:24]([CH3:26])[CH3:25])([CH:21]([CH3:23])[CH3:22])[CH:18]([CH3:20])[CH3:19].[B:27](OC(C)C)([O:32]C(C)C)[O:28]C(C)C.Cl, predict the reaction product. (2) Given the reactants [NH2:1][C:2]12[CH2:11][CH:6]3[CH2:7][CH:8]([CH2:10][CH:4]([CH2:5]3)[CH:3]1[OH:12])[CH2:9]2.[S:13]1[C:17]2[S:18][CH:19]=[CH:20][C:16]=2[CH:15]=[C:14]1[CH:21]=O, predict the reaction product. The product is: [S:13]1[C:17]2[S:18][CH:19]=[CH:20][C:16]=2[CH:15]=[C:14]1[CH2:21][NH:1][C:2]12[CH2:9][CH:8]3[CH2:7][CH:6]([CH2:5][CH:4]([CH2:10]3)[CH:3]1[OH:12])[CH2:11]2. (3) Given the reactants Cl[C:2]1[C:3]([NH2:9])=[N:4][CH:5]=[CH:6][C:7]=1Cl.[NH2:10][CH2:11][CH:12]1[CH2:17][CH2:16][N:15]([C:18]([O:20]C(C)(C)C)=O)[CH2:14][CH2:13]1.[O:25]([C:32]1[CH:37]=[CH:36][C:35](B(O)O)=[CH:34][CH:33]=1)[C:26]1[CH:31]=[CH:30][CH:29]=[CH:28][CH:27]=1.[C:41](Cl)(=O)[CH:42]=C, predict the reaction product. The product is: [NH2:9][C:3]1[C:2]([C:29]2[CH:30]=[CH:31][C:26]([O:25][C:32]3[CH:37]=[CH:36][CH:35]=[CH:34][CH:33]=3)=[CH:27][CH:28]=2)=[C:7]([NH:10][CH2:11][CH:12]2[CH2:13][CH2:14][N:15]([C:18](=[O:20])[CH:41]=[CH2:42])[CH2:16][CH2:17]2)[CH:6]=[CH:5][N:4]=1. (4) The product is: [CH:1]([C:4]1[C:8]([CH2:9][CH2:10][CH2:11][CH2:12][O:13][C:25]2[CH:30]=[CH:29][C:28]([CH2:31][CH2:32][C:33]([OH:35])=[O:34])=[C:27]([O:37][CH3:38])[CH:26]=2)=[CH:7][N:6]([C:14]2[CH:19]=[CH:18][C:17]([C:20]([F:22])([F:21])[F:23])=[CH:16][N:15]=2)[N:5]=1)([CH3:3])[CH3:2]. Given the reactants [CH:1]([C:4]1[C:8]([CH2:9][CH2:10][CH2:11][CH2:12][OH:13])=[CH:7][N:6]([C:14]2[CH:19]=[CH:18][C:17]([C:20]([F:23])([F:22])[F:21])=[CH:16][N:15]=2)[N:5]=1)([CH3:3])[CH3:2].O[C:25]1[CH:30]=[CH:29][C:28]([CH2:31][CH2:32][C:33]([O:35]C)=[O:34])=[C:27]([O:37][CH3:38])[CH:26]=1.C(P(CCCC)CCCC)CCC.N(C(N1CCCCC1)=O)=NC(N1CCCCC1)=O, predict the reaction product.